This data is from Catalyst prediction with 721,799 reactions and 888 catalyst types from USPTO. The task is: Predict which catalyst facilitates the given reaction. (1) Reactant: C(OC([N:8]([CH2:39][C:40]1[CH:45]=[CH:44][C:43]([O:46][CH3:47])=[C:42]([O:48][CH3:49])[CH:41]=1)[CH2:9][C:10]([O:12][C@H:13]([C:24]1[CH:29]=[CH:28][C:27]([O:30][CH:31]([F:33])[F:32])=[C:26]([O:34][CH2:35][CH:36]2[CH2:38][CH2:37]2)[CH:25]=1)[CH2:14][C:15]1[C:20]([Cl:21])=[CH:19][N+:18]([O-:22])=[CH:17][C:16]=1[Cl:23])=[O:11])=O)(C)(C)C.O1CCOCC1. Product: [ClH:21].[Cl:21][C:20]1[CH:19]=[N+:18]([O-:22])[CH:17]=[C:16]([Cl:23])[C:15]=1[CH2:14][C@@H:13]([C:24]1[CH:29]=[CH:28][C:27]([O:30][CH:31]([F:33])[F:32])=[C:26]([O:34][CH2:35][CH:36]2[CH2:37][CH2:38]2)[CH:25]=1)[O:12][C:10](=[O:11])[CH2:9][NH:8][CH2:39][C:40]1[CH:45]=[CH:44][C:43]([O:46][CH3:47])=[C:42]([O:48][CH3:49])[CH:41]=1. The catalyst class is: 473. (2) The catalyst class is: 10. Reactant: [CH:1]([N-:3][CH:4]=[O:5])=[O:2].[Na+].[Na+].[I-].Br[CH2:10]/[CH:11]=[CH:12]/[C:13]([O:15][CH2:16][CH3:17])=[O:14]. Product: [CH:1]([N:3]([CH2:10]/[CH:11]=[CH:12]/[C:13]([O:15][CH2:16][CH3:17])=[O:14])[CH:4]=[O:5])=[O:2]. (3) Reactant: [CH2:1]([O:3][C:4](=[O:16])[C:5]1[CH:10]=[C:9]([N+:11]([O-])=O)[C:8]([NH:14][CH3:15])=[N:7][CH:6]=1)[CH3:2]. Product: [CH2:1]([O:3][C:4](=[O:16])[C:5]1[CH:10]=[C:9]([NH2:11])[C:8]([NH:14][CH3:15])=[N:7][CH:6]=1)[CH3:2]. The catalyst class is: 45. (4) Reactant: [NH2:1][CH2:2][C:3]([C:9]1[CH:14]=[C:13]([Cl:15])[CH:12]=[C:11]([Cl:16])[CH:10]=1)([OH:8])[C:4]([F:7])([F:6])[F:5].[C:17](=O)([O-])[OH:18].[Na+].ClC(Cl)(OC(=O)OC(Cl)(Cl)Cl)Cl. Product: [Cl:16][C:11]1[CH:10]=[C:9]([C:3]2([C:4]([F:5])([F:7])[F:6])[O:8][C:17](=[O:18])[N:1]=[CH:2]2)[CH:14]=[C:13]([Cl:15])[CH:12]=1. The catalyst class is: 4. (5) Reactant: Cl.[CH3:2][N:3]([CH3:8])[CH2:4][C:5](O)=[O:6].CN(C(ON1N=NC2C=CC=NC1=2)=[N+](C)C)C.F[P-](F)(F)(F)(F)F.CCN(CC)CC.[NH2:40][C:41]1([C:58]2[CH:63]=[CH:62][CH:61]=[CH:60][CH:59]=2)[C:49]2[C:44](=[CH:45][CH:46]=[C:47]([C:50]3[C:51]([CH3:56])=[N:52][O:53][C:54]=3[CH3:55])[CH:48]=2)[NH:43][C:42]1=[O:57]. The catalyst class is: 34. Product: [CH3:2][N:3]([CH3:8])[CH2:4][C:5]([NH:40][C:41]1([C:58]2[CH:59]=[CH:60][CH:61]=[CH:62][CH:63]=2)[C:49]2[C:44](=[CH:45][CH:46]=[C:47]([C:50]3[C:51]([CH3:56])=[N:52][O:53][C:54]=3[CH3:55])[CH:48]=2)[NH:43][C:42]1=[O:57])=[O:6]. (6) Reactant: C([C@@H]1COC(=O)N1[C:14]([C@@H:16]1[CH2:28][CH2:27][C:19]2(OCC(C)(C)C[O:20]2)[CH2:18][C@H:17]1[C:29]1[CH:34]=[CH:33][CH:32]=[CH:31][C:30]=1[F:35])=[O:15])C1C=CC=CC=1.[OH:36]O.[Li+].[OH-].Cl.C1(NC2CCCCC2)CCCCC1. Product: [F:35][C:30]1[CH:31]=[CH:32][CH:33]=[CH:34][C:29]=1[C@@H:17]1[CH2:18][C:19](=[O:20])[CH2:27][CH2:28][C@H:16]1[C:14]([OH:15])=[O:36]. The catalyst class is: 1. (7) Reactant: N#N.S([O:13][C:14]1[CH:23]=[C:22]([O:24][S:25]([C:28]2[CH:34]=[CH:33][C:31]([CH3:32])=[CH:30][CH:29]=2)(=[O:27])=[O:26])[CH:21]=[C:20]2[C:15]=1[C:16]([CH2:36][CH2:37][CH3:38])=[CH:17][C:18](=[O:35])[O:19]2)(C1C=CC(C)=CC=1)(=O)=O.[F-].C([N+](CCCC)(CCCC)CCCC)CCC. Product: [OH:13][C:14]1[CH:23]=[C:22]([O:24][S:25]([C:28]2[CH:34]=[CH:33][C:31]([CH3:32])=[CH:30][CH:29]=2)(=[O:27])=[O:26])[CH:21]=[C:20]2[C:15]=1[C:16]([CH2:36][CH2:37][CH3:38])=[CH:17][C:18](=[O:35])[O:19]2. The catalyst class is: 49.